This data is from NCI-60 drug combinations with 297,098 pairs across 59 cell lines. The task is: Regression. Given two drug SMILES strings and cell line genomic features, predict the synergy score measuring deviation from expected non-interaction effect. (1) Drug 2: C1CCC(C(C1)N)N.C(=O)(C(=O)[O-])[O-].[Pt+4]. Cell line: RXF 393. Drug 1: CC(C)(C#N)C1=CC(=CC(=C1)CN2C=NC=N2)C(C)(C)C#N. Synergy scores: CSS=7.54, Synergy_ZIP=0.767, Synergy_Bliss=0.873, Synergy_Loewe=-1.25, Synergy_HSA=-1.24. (2) Drug 1: C1=CC(=C2C(=C1NCCNCCO)C(=O)C3=C(C=CC(=C3C2=O)O)O)NCCNCCO. Drug 2: C(=O)(N)NO. Cell line: OVCAR-8. Synergy scores: CSS=54.7, Synergy_ZIP=9.19, Synergy_Bliss=7.20, Synergy_Loewe=-12.2, Synergy_HSA=9.31. (3) Drug 1: CC1C(C(CC(O1)OC2CC(CC3=C2C(=C4C(=C3O)C(=O)C5=C(C4=O)C(=CC=C5)OC)O)(C(=O)C)O)N)O.Cl. Drug 2: CC1C(C(CC(O1)OC2CC(OC(C2O)C)OC3=CC4=CC5=C(C(=O)C(C(C5)C(C(=O)C(C(C)O)O)OC)OC6CC(C(C(O6)C)O)OC7CC(C(C(O7)C)O)OC8CC(C(C(O8)C)O)(C)O)C(=C4C(=C3C)O)O)O)O. Cell line: NCI/ADR-RES. Synergy scores: CSS=-3.94, Synergy_ZIP=1.61, Synergy_Bliss=-0.0136, Synergy_Loewe=-2.11, Synergy_HSA=-1.88. (4) Drug 1: CC1CCC2CC(C(=CC=CC=CC(CC(C(=O)C(C(C(=CC(C(=O)CC(OC(=O)C3CCCCN3C(=O)C(=O)C1(O2)O)C(C)CC4CCC(C(C4)OC)OCCO)C)C)O)OC)C)C)C)OC. Drug 2: C(CCl)NC(=O)N(CCCl)N=O. Cell line: HOP-62. Synergy scores: CSS=10.9, Synergy_ZIP=1.21, Synergy_Bliss=3.37, Synergy_Loewe=-18.9, Synergy_HSA=-2.33. (5) Drug 1: CC12CCC3C(C1CCC2=O)CC(=C)C4=CC(=O)C=CC34C. Drug 2: CC1CCC2CC(C(=CC=CC=CC(CC(C(=O)C(C(C(=CC(C(=O)CC(OC(=O)C3CCCCN3C(=O)C(=O)C1(O2)O)C(C)CC4CCC(C(C4)OC)OCCO)C)C)O)OC)C)C)C)OC. Cell line: HL-60(TB). Synergy scores: CSS=71.1, Synergy_ZIP=0.808, Synergy_Bliss=10.4, Synergy_Loewe=0.671, Synergy_HSA=8.20. (6) Drug 1: COC1=NC(=NC2=C1N=CN2C3C(C(C(O3)CO)O)O)N. Drug 2: CNC(=O)C1=NC=CC(=C1)OC2=CC=C(C=C2)NC(=O)NC3=CC(=C(C=C3)Cl)C(F)(F)F. Cell line: HCC-2998. Synergy scores: CSS=1.23, Synergy_ZIP=7.39, Synergy_Bliss=0.920, Synergy_Loewe=-1.63, Synergy_HSA=-3.77.